Dataset: Catalyst prediction with 721,799 reactions and 888 catalyst types from USPTO. Task: Predict which catalyst facilitates the given reaction. (1) Reactant: [Cl:1][C:2]1[CH:3]=[C:4]([CH:16]=[CH:17][C:18]=1[Cl:19])[CH2:5][O:6][CH2:7][C:8]1[O:12][N:11]=[C:10]([C:13]([OH:15])=O)[CH:9]=1.C(N(CC)CC)C.Cl.C(N=C=NCCCN(C)C)C.ON1C2C=CC=CC=2N=N1.[O:49]1[CH2:54][CH2:53][CH:52]([CH2:55][NH2:56])[CH2:51][CH2:50]1. Product: [O:49]1[CH2:54][CH2:53][CH:52]([CH2:55][NH:56][C:13]([C:10]2[CH:9]=[C:8]([CH2:7][O:6][CH2:5][C:4]3[CH:16]=[CH:17][C:18]([Cl:19])=[C:2]([Cl:1])[CH:3]=3)[O:12][N:11]=2)=[O:15])[CH2:51][CH2:50]1. The catalyst class is: 408. (2) Reactant: [Cl:1][C:2]1[CH:3]=[CH:4][C:5]2[O:10][C:9]([C:11]3[CH:16]=[C:15]([Cl:17])[CH:14]=[CH:13][C:12]=3[OH:18])=[N:8][C:7](=O)[C:6]=2[CH:20]=1.Cl.[CH3:22][N:23]([CH3:33])[C:24]1[CH:32]=[CH:31][C:27]([CH2:28][NH:29][NH2:30])=[CH:26][CH:25]=1.C(N(CC)CC)C. Product: [Cl:1][C:2]1[CH:3]=[CH:4][C:5]([OH:10])=[C:6]([C:7]2[N:8]=[C:9]([C:11]3[CH:16]=[C:15]([Cl:17])[CH:14]=[CH:13][C:12]=3[OH:18])[N:29]([CH2:28][C:27]3[CH:31]=[CH:32][C:24]([N:23]([CH3:33])[CH3:22])=[CH:25][CH:26]=3)[N:30]=2)[CH:20]=1. The catalyst class is: 8. (3) Reactant: [CH2:1]([O:3][C:4](=[O:30])[C@H:5]([CH3:29])[CH:6]([NH:21]C(OC(C)(C)C)=O)[CH2:7][C:8]1[CH:13]=[CH:12][C:11]([C:14]2[CH:19]=[CH:18][CH:17]=[C:16]([Cl:20])[CH:15]=2)=[CH:10][CH:9]=1)[CH3:2].[C:31]([OH:37])([C:33]([F:36])([F:35])[F:34])=[O:32]. Product: [F:34][C:33]([F:36])([F:35])[C:31]([OH:37])=[O:32].[CH2:1]([O:3][C:4](=[O:30])[C@H:5]([CH3:29])[CH:6]([NH2:21])[CH2:7][C:8]1[CH:13]=[CH:12][C:11]([C:14]2[CH:19]=[CH:18][CH:17]=[C:16]([Cl:20])[CH:15]=2)=[CH:10][CH:9]=1)[CH3:2]. The catalyst class is: 2. (4) Reactant: [NH2:1][C:2]1[CH:3]=[C:4]([CH:49]=[CH:50][CH:51]=1)[C:5]([NH:7][C:8]1[CH:13]=[C:12]([C:14]2[NH:22][C:21]3[C:20]4([CH2:27][CH2:26][CH2:25][N:24]([C:28]([O:30][C:31]([CH3:34])([CH3:33])[CH3:32])=[O:29])[CH2:23]4)[CH2:19][N:18]([CH2:35][C:36]4[C:41]([O:42][CH3:43])=[CH:40][C:39]([O:44][CH3:45])=[CH:38][C:37]=4[O:46][CH3:47])[C:17](=[O:48])[C:16]=3[CH:15]=2)[CH:11]=[CH:10][N:9]=1)=[O:6].C(N(C(C)C)CC)(C)C.[C:61](Cl)(=[O:64])[CH:62]=[CH2:63]. Product: [C:61]([NH:1][C:2]1[CH:3]=[C:4]([CH:49]=[CH:50][CH:51]=1)[C:5]([NH:7][C:8]1[CH:13]=[C:12]([C:14]2[NH:22][C:21]3[C:20]4([CH2:27][CH2:26][CH2:25][N:24]([C:28]([O:30][C:31]([CH3:34])([CH3:33])[CH3:32])=[O:29])[CH2:23]4)[CH2:19][N:18]([CH2:35][C:36]4[C:41]([O:42][CH3:43])=[CH:40][C:39]([O:44][CH3:45])=[CH:38][C:37]=4[O:46][CH3:47])[C:17](=[O:48])[C:16]=3[CH:15]=2)[CH:11]=[CH:10][N:9]=1)=[O:6])(=[O:64])[CH:62]=[CH2:63]. The catalyst class is: 1. (5) Reactant: Cl.[CH:2]12[CH2:11][CH:6]3[CH2:7][CH:8]([CH2:10][CH:4]([CH2:5]3)[CH:3]1[NH2:12])[CH2:9]2.C(N(C(C)C)C(C)C)C.[Cl:22][C:23]1[N:28]=[C:27]([Cl:29])[C:26]([C:30](Cl)=[O:31])=[CH:25][N:24]=1. Product: [CH:2]12[CH2:11][CH:6]3[CH2:7][CH:8]([CH2:10][CH:4]([CH2:5]3)[CH:3]1[NH:12][C:30]([C:26]1[C:27]([Cl:29])=[N:28][C:23]([Cl:22])=[N:24][CH:25]=1)=[O:31])[CH2:9]2. The catalyst class is: 266. (6) Reactant: [C:1]([CH2:3][CH2:4][CH2:5][CH2:6][CH2:7][CH2:8][N:9]1[C@@H:13]([C:14](OC)=[O:15])[CH2:12][O:11][C:10]1=[O:18])#[N:2].[BH4-].[Na+]. Product: [OH:15][CH2:14][C@H:13]1[CH2:12][O:11][C:10](=[O:18])[N:9]1[CH2:8][CH2:7][CH2:6][CH2:5][CH2:4][CH2:3][C:1]#[N:2]. The catalyst class is: 8.